Task: Predict the reaction yield, written as a fraction of the theoretical maximum amount of product (1.0 means a 100% yield; for example, 0.34 means a 34% yield).. Dataset: Reaction yield outcomes from USPTO patents with 853,638 reactions The reactants are [SH:1][C:2]1[CH:9]=[C:8]([C:10]([F:13])([F:12])[F:11])[CH:7]=[CH:6][C:3]=1[C:4]#[N:5].[OH:14]S(O)(=O)=O.C([O-])(O)=O.[Na+]. No catalyst specified. The product is [F:13][C:10]([F:11])([F:12])[C:8]1[CH:7]=[CH:6][C:3]2[C:4](=[O:14])[NH:5][S:1][C:2]=2[CH:9]=1. The yield is 0.910.